Dataset: Reaction yield outcomes from USPTO patents with 853,638 reactions. Task: Predict the reaction yield, written as a fraction of the theoretical maximum amount of product (1.0 means a 100% yield; for example, 0.34 means a 34% yield). (1) The reactants are [OH:1][C:2]([CH3:41])([CH3:40])[CH2:3][O:4][C@H:5]1[CH2:10][CH2:9][C@H:8]([N:11]2[C:16](=[O:17])[C:15]([CH2:18][C:19]3[CH:24]=[CH:23][C:22]([C:25]4[C:26]([C:31]#[N:32])=[CH:27][CH:28]=[CH:29][CH:30]=4)=[CH:21][CH:20]=3)=[C:14]([CH2:33][CH2:34][CH3:35])[N:13]3[N:36]=[C:37]([CH3:39])[N:38]=[C:12]23)[CH2:7][CH2:6]1.C([Sn](=O)CCCC)CCC.[N:52]([Si](C)(C)C)=[N+:53]=[N-:54].[F-].C([N+](CCCC)(CCCC)CCCC)CCC. The catalyst is C(OCC)(=O)C.O1CCCC1.C1(C)C=CC=CC=1. The product is [OH:1][C:2]([CH3:40])([CH3:41])[CH2:3][O:4][C@H:5]1[CH2:10][CH2:9][C@H:8]([N:11]2[C:16](=[O:17])[C:15]([CH2:18][C:19]3[CH:24]=[CH:23][C:22]([C:25]4[CH:30]=[CH:29][CH:28]=[CH:27][C:26]=4[C:31]4[NH:54][N:53]=[N:52][N:32]=4)=[CH:21][CH:20]=3)=[C:14]([CH2:33][CH2:34][CH3:35])[N:13]3[N:36]=[C:37]([CH3:39])[N:38]=[C:12]23)[CH2:7][CH2:6]1. The yield is 0.450. (2) The catalyst is C1COCC1. The product is [C:1]([O:9][C@@H:10]1[C@H:15]([O:16][C:17](=[O:24])[C:18]2[CH:19]=[CH:20][CH:21]=[CH:22][CH:23]=2)[C@@H:14]([O:25][C:26](=[O:33])[C:27]2[CH:32]=[CH:31][CH:30]=[CH:29][CH:28]=2)[C@H:13]([CH3:34])[O:12][C@H:11]1[O:35][C@@H:36]1[C@H:45]([O:46][CH2:47][C:48]2[CH:49]=[CH:50][CH:51]=[CH:52][CH:53]=2)[C@@H:44]([O:54][CH2:55][C:56]2[CH:57]=[CH:58][CH:59]=[CH:60][CH:61]=2)[C@H:43]([CH3:62])[O:42][C@H:37]1[OH:38])(=[O:8])[C:2]1[CH:7]=[CH:6][CH:5]=[CH:4][CH:3]=1. The yield is 0.840. The reactants are [C:1]([O:9][C@@H:10]1[C@H:15]([O:16][C:17](=[O:24])[C:18]2[CH:23]=[CH:22][CH:21]=[CH:20][CH:19]=2)[C@@H:14]([O:25][C:26](=[O:33])[C:27]2[CH:32]=[CH:31][CH:30]=[CH:29][CH:28]=2)[C@H:13]([CH3:34])[O:12][C@H:11]1[O:35][C@@H:36]1[C@H:45]([O:46][CH2:47][C:48]2[CH:53]=[CH:52][CH:51]=[CH:50][CH:49]=2)[C@@H:44]([O:54][CH2:55][C:56]2[CH:61]=[CH:60][CH:59]=[CH:58][CH:57]=2)[C@H:43]([CH3:62])[O:42][C@H:37]1[O:38]CC=C)(=[O:8])[C:2]1[CH:7]=[CH:6][CH:5]=[CH:4][CH:3]=1.